This data is from Forward reaction prediction with 1.9M reactions from USPTO patents (1976-2016). The task is: Predict the product of the given reaction. (1) Given the reactants [CH:1]1([C:4]2[C:5]([O:15][CH2:16][CH:17]3[CH2:22][CH2:21][NH:20][CH2:19][CH2:18]3)=[CH:6][C:7]([F:14])=[C:8]([CH:13]=2)[C:9]([O:11][CH3:12])=[O:10])[CH2:3][CH2:2]1.FC(F)(F)S(O[CH2:29][C:30]([F:33])([F:32])[F:31])(=O)=O.CCN(C(C)C)C(C)C, predict the reaction product. The product is: [CH:1]1([C:4]2[C:5]([O:15][CH2:16][CH:17]3[CH2:18][CH2:19][N:20]([CH2:29][C:30]([F:33])([F:32])[F:31])[CH2:21][CH2:22]3)=[CH:6][C:7]([F:14])=[C:8]([CH:13]=2)[C:9]([O:11][CH3:12])=[O:10])[CH2:3][CH2:2]1. (2) Given the reactants [CH2:1]([N:8]([CH2:16][C:17]1[CH:22]=[CH:21][CH:20]=[CH:19][CH:18]=1)[C@@H:9]1[CH2:14][CH2:13][CH2:12][C:11](=[O:15])[CH2:10]1)[C:2]1[CH:7]=[CH:6][CH:5]=[CH:4][CH:3]=1.[CH3:23][Mg]Br.[Cl-].[NH4+], predict the reaction product. The product is: [CH2:16]([N:8]([CH2:1][C:2]1[CH:3]=[CH:4][CH:5]=[CH:6][CH:7]=1)[C@@H:9]1[CH2:14][CH2:13][CH2:12][C:11]([CH3:23])([OH:15])[CH2:10]1)[C:17]1[CH:22]=[CH:21][CH:20]=[CH:19][CH:18]=1.